From a dataset of Merck oncology drug combination screen with 23,052 pairs across 39 cell lines. Regression. Given two drug SMILES strings and cell line genomic features, predict the synergy score measuring deviation from expected non-interaction effect. (1) Drug 2: CCC1=CC2CN(C1)Cc1c([nH]c3ccccc13)C(C(=O)OC)(c1cc3c(cc1OC)N(C)C1C(O)(C(=O)OC)C(OC(C)=O)C4(CC)C=CCN5CCC31C54)C2. Cell line: COLO320DM. Drug 1: CN1C(=O)C=CC2(C)C3CCC4(C)C(NC(=O)OCC(F)(F)F)CCC4C3CCC12. Synergy scores: synergy=3.12. (2) Drug 1: N.N.O=C(O)C1(C(=O)O)CCC1.[Pt]. Drug 2: CCN(CC)CCNC(=O)c1c(C)[nH]c(C=C2C(=O)Nc3ccc(F)cc32)c1C. Cell line: A427. Synergy scores: synergy=6.26.